Dataset: Catalyst prediction with 721,799 reactions and 888 catalyst types from USPTO. Task: Predict which catalyst facilitates the given reaction. (1) Reactant: [CH:1]1([N:4]([C:10](=[O:21])[C:11]2[CH:16]=[CH:15][C:14]([CH3:17])=[C:13]([N+:18]([O-:20])=[O:19])[CH:12]=2)[C:5](=[O:9])[O:6][CH2:7]Cl)[CH2:3][CH2:2]1.[Na+].[I-:23].CC(C)=O. Product: [CH:1]1([N:4]([C:10](=[O:21])[C:11]2[CH:16]=[CH:15][C:14]([CH3:17])=[C:13]([N+:18]([O-:20])=[O:19])[CH:12]=2)[C:5](=[O:9])[O:6][CH2:7][I:23])[CH2:3][CH2:2]1. The catalyst class is: 25. (2) The catalyst class is: 18. Reactant: [CH3:1][CH:2]([O:4][C:5]1[CH:6]=[C:7]([O:19][C:20]2[CH:28]=[CH:27][C:23]([C:24]([OH:26])=O)=[CH:22][CH:21]=2)[CH:8]=[C:9]([C:11]([NH:13][C:14]2[S:15][CH:16]=[CH:17][N:18]=2)=[O:12])[CH:10]=1)[CH3:3].CN(C(ON1N=NC2C=CC=NC1=2)=[N+](C)C)C.F[P-](F)(F)(F)(F)F.[CH3:53][N:54]1[CH2:59][CH2:58][NH:57][CH2:56][CH2:55]1.C(N(C(C)C)CC)(C)C. Product: [CH3:3][CH:2]([O:4][C:5]1[CH:10]=[C:9]([CH:8]=[C:7]([O:19][C:20]2[CH:21]=[CH:22][C:23]([C:24]([N:57]3[CH2:58][CH2:59][N:54]([CH3:53])[CH2:55][CH2:56]3)=[O:26])=[CH:27][CH:28]=2)[CH:6]=1)[C:11]([NH:13][C:14]1[S:15][CH:16]=[CH:17][N:18]=1)=[O:12])[CH3:1]. (3) Reactant: [CH3:1][C:2]1[S:3][CH:4]=[C:5]([C:7]([N:9]2[CH2:14][C:13]3([CH2:19][CH2:18][N:17]([CH2:20][C:21]4[CH:22]=[C:23]([CH:36]=[CH:37][CH:38]=4)[CH2:24][CH2:25][O:26][CH2:27][CH2:28][C:29]([O:31]C(C)(C)C)=[O:30])[CH2:16][CH2:15]3)[O:12][CH2:11][CH2:10]2)=[O:8])[N:6]=1.C(O)(C(F)(F)F)=O. Product: [CH3:1][C:2]1[S:3][CH:4]=[C:5]([C:7]([N:9]2[CH2:14][C:13]3([CH2:15][CH2:16][N:17]([CH2:20][C:21]4[CH:22]=[C:23]([CH:36]=[CH:37][CH:38]=4)[CH2:24][CH2:25][O:26][CH2:27][CH2:28][C:29]([OH:31])=[O:30])[CH2:18][CH2:19]3)[O:12][CH2:11][CH2:10]2)=[O:8])[N:6]=1. The catalyst class is: 2. (4) Reactant: [C:1]([C:3]1[C:8](F)=[CH:7][C:6]([F:10])=[CH:5][N:4]=1)#[N:2].Cl.[NH2:12][CH:13]1[CH2:18][CH2:17][O:16][CH2:15][CH2:14]1.C(=O)([O-])[O-].[K+].[K+].C(N(CC)CC)C. Product: [C:1]([C:3]1[C:8]([NH:12][CH:13]2[CH2:18][CH2:17][O:16][CH2:15][CH2:14]2)=[CH:7][C:6]([F:10])=[CH:5][N:4]=1)#[N:2]. The catalyst class is: 829. (5) Reactant: Cl.C[O:3][C:4](=[O:28])[C:5]1[CH:10]=[C:9]([CH2:11][CH2:12][CH2:13][NH:14][C@@H:15]([C:17]2[C:26]3[C:21](=[CH:22][CH:23]=[CH:24][CH:25]=3)[CH:20]=[CH:19][CH:18]=2)[CH3:16])[CH:8]=[CH:7][C:6]=1[OH:27].[Li+].[OH-]. Product: [OH:27][C:6]1[CH:7]=[CH:8][C:9]([CH2:11][CH2:12][CH2:13][NH:14][C@@H:15]([C:17]2[C:26]3[C:21](=[CH:22][CH:23]=[CH:24][CH:25]=3)[CH:20]=[CH:19][CH:18]=2)[CH3:16])=[CH:10][C:5]=1[C:4]([OH:28])=[O:3]. The catalyst class is: 24.